From a dataset of Catalyst prediction with 721,799 reactions and 888 catalyst types from USPTO. Predict which catalyst facilitates the given reaction. (1) Reactant: [C:1]([O:4][C:5]1[C:6]([CH:17]([CH3:19])[CH3:18])=[CH:7][C:8]([OH:16])=[C:9]([C:12]=1[CH:13]([CH3:15])[CH3:14])[CH:10]=[O:11])(=[O:3])[CH3:2].[H-].[Na+].[Mg].Br[CH:24]([CH2:27][CH3:28])[CH2:25][CH3:26].Cl. Product: [C:1]([O:4][C:5]1[C:6]([CH:17]([CH3:19])[CH3:18])=[CH:7][C:8]([OH:16])=[C:9]([CH:10]([OH:11])[CH:24]([CH2:27][CH3:28])[CH2:25][CH3:26])[C:12]=1[CH:13]([CH3:15])[CH3:14])(=[O:3])[CH3:2]. The catalyst class is: 30. (2) Reactant: C(OC([N:8]1[CH2:13][CH2:12][CH2:11][CH:10]([NH:14][C:15]2[CH:24]=[CH:23][CH:22]=[C:21]3[C:16]=2[CH:17]=[CH:18][N:19]=[CH:20]3)[CH2:9]1)=O)(C)(C)C.Cl.CCOC(C)=O.C(Cl)[Cl:33].CO. Product: [ClH:33].[CH:20]1[C:21]2[C:16](=[C:15]([NH:14][CH:10]3[CH2:11][CH2:12][CH2:13][NH:8][CH2:9]3)[CH:24]=[CH:23][CH:22]=2)[CH:17]=[CH:18][N:19]=1. The catalyst class is: 25. (3) Reactant: C[CH:2]([CH2:16][CH:17]=[CH2:18])[C:3]([CH2:12][CH2:13]CC)([C:6]1[CH:11]=[CH:10][CH:9]=[CH:8][CH:7]=1)[C:4]#[N:5]. Product: [C:6]1([C:3]2([C:4]#[N:5])[CH2:2][CH2:16][CH:17]=[CH:18][CH2:13][CH2:12]2)[CH:7]=[CH:8][CH:9]=[CH:10][CH:11]=1. The catalyst class is: 4. (4) Reactant: [C:1]([O:5][C:6]([NH:8][C@@H:9]([CH2:14][C:15]1[CH:20]=[CH:19][C:18]([OH:21])=[CH:17][CH:16]=1)[C:10]([O:12][CH3:13])=[O:11])=[O:7])([CH3:4])([CH3:3])[CH3:2].[CH3:22][S:23](Cl)(=[O:25])=[O:24]. Product: [C:1]([O:5][C:6]([NH:8][C@@H:9]([CH2:14][C:15]1[CH:20]=[CH:19][C:18]([O:21][S:23]([CH3:22])(=[O:25])=[O:24])=[CH:17][CH:16]=1)[C:10]([O:12][CH3:13])=[O:11])=[O:7])([CH3:4])([CH3:2])[CH3:3]. The catalyst class is: 2. (5) Reactant: [CH3:1][O:2][C:3](=[O:14])[C:4]1[CH:9]=[CH:8][C:7](Cl)=[C:6]([N+:11]([O-:13])=[O:12])[CH:5]=1.[C:15]([O:19][C:20](=[O:29])[NH:21][C:22]1[CH:27]=[CH:26][C:25]([OH:28])=[CH:24][CH:23]=1)([CH3:18])([CH3:17])[CH3:16].C([O-])([O-])=O.[K+].[K+]. Product: [CH3:1][O:2][C:3](=[O:14])[C:4]1[CH:9]=[CH:8][C:7]([O:28][C:25]2[CH:24]=[CH:23][C:22]([NH:21][C:20]([O:19][C:15]([CH3:18])([CH3:17])[CH3:16])=[O:29])=[CH:27][CH:26]=2)=[C:6]([N+:11]([O-:13])=[O:12])[CH:5]=1. The catalyst class is: 3. (6) Reactant: [Br:1][C:2]1[CH:7]=[CH:6][C:5]([NH2:8])=[C:4]([F:9])[CH:3]=1.[Li+].C[Si]([N-][Si](C)(C)C)(C)C.[F:20][C:21]1[CH:26]=[C:25]([F:27])[C:24]([N+:28]([O-:30])=[O:29])=[C:23](F)[C:22]=1[F:32]. Product: [Br:1][C:2]1[CH:7]=[CH:6][C:5]([NH:8][C:23]2[C:24]([N+:28]([O-:30])=[O:29])=[C:25]([F:27])[CH:26]=[C:21]([F:20])[C:22]=2[F:32])=[C:4]([F:9])[CH:3]=1. The catalyst class is: 1.